From a dataset of Full USPTO retrosynthesis dataset with 1.9M reactions from patents (1976-2016). Predict the reactants needed to synthesize the given product. The reactants are: [Cl:1][C:2]1[CH:3]=[C:4]([C:9]2([CH2:14][C:15]#[N:16])[CH2:13][CH2:12][CH2:11][CH2:10]2)[CH:5]=[CH:6][C:7]=1[Cl:8].Cl.FC(F)(F)C1C=CC(C2(CC(N)=[NH:33])CCCC2)=CC=1. Given the product [ClH:1].[Cl:1][C:2]1[CH:3]=[C:4]([C:9]2([CH2:14][C:15]([NH2:33])=[NH:16])[CH2:13][CH2:12][CH2:11][CH2:10]2)[CH:5]=[CH:6][C:7]=1[Cl:8], predict the reactants needed to synthesize it.